The task is: Regression. Given a peptide amino acid sequence and an MHC pseudo amino acid sequence, predict their binding affinity value. This is MHC class II binding data.. This data is from Peptide-MHC class II binding affinity with 134,281 pairs from IEDB. (1) The peptide sequence is EIYNMVKFRMIAGQE. The MHC is HLA-DPA10201-DPB10501 with pseudo-sequence HLA-DPA10201-DPB10501. The binding affinity (normalized) is 0.287. (2) The peptide sequence is AFILDGDNYFPKV. The MHC is DRB3_0101 with pseudo-sequence DRB3_0101. The binding affinity (normalized) is 0.868. (3) The peptide sequence is GLVHVANNNYDPWTI. The MHC is DRB1_0901 with pseudo-sequence DRB1_0901. The binding affinity (normalized) is 0.413. (4) The peptide sequence is AFKVAATAANACPAN. The MHC is DRB1_0401 with pseudo-sequence DRB1_0401. The binding affinity (normalized) is 0.464. (5) The peptide sequence is LQYGWKTWGKNLVFS. The MHC is DRB1_0901 with pseudo-sequence DRB1_0901. The binding affinity (normalized) is 0.568. (6) The binding affinity (normalized) is 0.293. The MHC is DRB1_1301 with pseudo-sequence DRB1_1301. The peptide sequence is EGELHGRQIRMAKLLG. (7) The peptide sequence is QLKEYVWKTLKSGKV. The MHC is HLA-DPA10103-DPB10401 with pseudo-sequence HLA-DPA10103-DPB10401. The binding affinity (normalized) is 0.119. (8) The peptide sequence is HTMWHVTRGAFLVRN. The MHC is DRB1_0901 with pseudo-sequence DRB1_0901. The binding affinity (normalized) is 0.733.